Dataset: Full USPTO retrosynthesis dataset with 1.9M reactions from patents (1976-2016). Task: Predict the reactants needed to synthesize the given product. (1) Given the product [CH3:16][C:17]1[C:21]([S:22]([N:9]2[CH2:8][CH2:7][C:6]3([C:4](=[O:5])[N:39]([C:36]4[CH:35]=[CH:34][C:33]([C:30]([CH3:32])([CH3:31])[CH2:29][O:28][CH3:27])=[CH:38][CH:37]=4)[CH2:13][CH2:12]3)[CH2:11][CH2:10]2)(=[O:24])=[O:23])=[C:20]([CH3:26])[O:19][N:18]=1, predict the reactants needed to synthesize it. The reactants are: C(O[C:4]([C:6]1([CH2:12][CH2:13]OC)[CH2:11][CH2:10][NH:9][CH2:8][CH2:7]1)=[O:5])C.[CH3:16][C:17]1[C:21]([S:22](Cl)(=[O:24])=[O:23])=[C:20]([CH3:26])[O:19][N:18]=1.[CH3:27][O:28][CH2:29][C:30]([C:33]1[CH:38]=[CH:37][C:36]([NH2:39])=[CH:35][CH:34]=1)([CH3:32])[CH3:31]. (2) Given the product [I:3][C:4]1[CH:12]=[CH:11][C:7]([C:8]([NH:2][CH3:1])=[O:9])=[CH:6][CH:5]=1, predict the reactants needed to synthesize it. The reactants are: [CH3:1][NH2:2].[I:3][C:4]1[CH:12]=[CH:11][C:7]([C:8](Cl)=[O:9])=[CH:6][CH:5]=1.